Dataset: Full USPTO retrosynthesis dataset with 1.9M reactions from patents (1976-2016). Task: Predict the reactants needed to synthesize the given product. (1) Given the product [C:4]([O:3][C:1]([N:8]1[CH2:9][C:10](=[O:13])/[C:11](=[CH:16]\[N:17]([CH3:19])[CH3:18])/[CH2:12]1)=[O:2])([CH3:7])([CH3:6])[CH3:5], predict the reactants needed to synthesize it. The reactants are: [C:1]([N:8]1[CH2:12][CH2:11][C:10](=[O:13])[CH2:9]1)([O:3][C:4]([CH3:7])([CH3:6])[CH3:5])=[O:2].CO[CH:16](OC)[N:17]([CH3:19])[CH3:18]. (2) Given the product [O:1]1[CH:5]=[CH:4][N:3]=[C:2]1[CH:33]([CH:28]1[CH2:27][CH2:26][C:25]2[C:30](=[CH:31][CH:32]=[C:23]([C:17]3[CH:18]=[CH:19][CH:20]=[CH:21][CH:22]=3)[CH:24]=2)[CH2:29]1)[OH:34], predict the reactants needed to synthesize it. The reactants are: [O:1]1[CH:5]=[CH:4][N:3]=[CH:2]1.B.C1COCC1.[Li]CCCC.[C:17]1([C:23]2[CH:24]=[C:25]3[C:30](=[CH:31][CH:32]=2)[CH2:29][CH:28]([CH:33]=[O:34])[CH2:27][CH2:26]3)[CH:22]=[CH:21][CH:20]=[CH:19][CH:18]=1.